This data is from Forward reaction prediction with 1.9M reactions from USPTO patents (1976-2016). The task is: Predict the product of the given reaction. Given the reactants Br[C:2]1[CH:7]=[CH:6][C:5]([C:8]([N:10]2[CH2:15][CH2:14][N:13]([C:16]3[C:21]([CH3:22])=[CH:20][C:19]([CH3:23])=[CH:18][N:17]=3)[CH2:12][CH2:11]2)=[O:9])=[C:4]([F:24])[CH:3]=1.[CH:25]([CH:28]1[NH:32][C:31](=[O:33])[N:30]([CH3:34])[C:29]1=[O:35])([CH3:27])[CH3:26], predict the reaction product. The product is: [CH3:22][C:21]1[C:16]([N:13]2[CH2:14][CH2:15][N:10]([C:8]([C:5]3[CH:6]=[CH:7][C:2]([N:32]4[CH:28]([CH:25]([CH3:26])[CH3:27])[C:29](=[O:35])[N:30]([CH3:34])[C:31]4=[O:33])=[CH:3][C:4]=3[F:24])=[O:9])[CH2:11][CH2:12]2)=[N:17][CH:18]=[C:19]([CH3:23])[CH:20]=1.